Task: Predict the reactants needed to synthesize the given product.. Dataset: Full USPTO retrosynthesis dataset with 1.9M reactions from patents (1976-2016) (1) The reactants are: [F:1][C:2]([F:21])([F:20])[C:3]1[N:8]=[CH:7][C:6]([NH:9][C:10]2[C:11]3[CH2:19][NH:18][CH2:17][CH2:16][C:12]=3[N:13]=[CH:14][N:15]=2)=[CH:5][CH:4]=1.Cl[C:23]1[C:28](Cl)=[CH:27][CH:26]=[CH:25]N=1.[CH:30](N(CC)C(C)C)(C)[CH3:31]. Given the product [CH2:23]([N:18]1[CH2:17][CH2:16][C:12]2[N:13]=[CH:14][N:15]=[C:10]([NH:9][C:6]3[CH:7]=[N:8][C:3]([C:2]([F:20])([F:1])[F:21])=[CH:4][CH:5]=3)[C:11]=2[CH2:19]1)[C:28]1[CH:31]=[CH:30][CH:25]=[CH:26][CH:27]=1, predict the reactants needed to synthesize it. (2) Given the product [CH3:19][S:20]([N:23]1[CH2:28][CH2:27][N:26]([CH2:29][C:30]2[S:38][C:37]3[C:36]([N:39]4[CH2:44][CH2:43][O:42][CH2:41][CH2:40]4)=[N:35][C:34]([C:45]4[CH:53]=[CH:52][CH:51]=[C:50]5[C:46]=4[CH:47]=[N:48][N:49]5[CH2:2][CH2:3][CH2:4][CH2:5][CH2:6][CH2:7][C:8]([O:10][CH2:11][CH3:12])=[O:9])=[N:33][C:32]=3[CH:31]=2)[CH2:25][CH2:24]1)(=[O:21])=[O:22].[CH3:63][S:64]([N:67]1[CH2:68][CH2:69][N:70]([CH2:73][C:74]2[S:82][C:81]3[C:80]([N:83]4[CH2:84][CH2:85][O:86][CH2:87][CH2:88]4)=[N:79][C:78]([C:89]4[C:90]5[C:94]([CH:95]=[CH:96][CH:97]=4)=[N:93][N:92]([CH2:98][CH2:3][CH2:4][CH2:5][CH2:6][CH2:7][C:8]([O:10][CH2:11][CH3:12])=[O:9])[CH:91]=5)=[N:77][C:76]=3[CH:75]=2)[CH2:71][CH2:72]1)(=[O:65])=[O:66], predict the reactants needed to synthesize it. The reactants are: Br[CH2:2][CH2:3][CH2:4][CH2:5][CH2:6][CH2:7][C:8]([O:10][CH2:11][CH3:12])=[O:9].C(=O)([O-])[O-].[K+].[K+].[CH3:19][S:20]([N:23]1[CH2:28][CH2:27][N:26]([CH2:29][C:30]2[S:38][C:37]3[C:36]([N:39]4[CH2:44][CH2:43][O:42][CH2:41][CH2:40]4)=[N:35][C:34]([C:45]4[CH:53]=[CH:52][CH:51]=[C:50]5[C:46]=4[CH:47]=[N:48][N:49]5CCCCC(OCC)=O)=[N:33][C:32]=3[CH:31]=2)[CH2:25][CH2:24]1)(=[O:22])=[O:21].[CH3:63][S:64]([N:67]1[CH2:72][CH2:71][N:70]([CH2:73][C:74]2[S:82][C:81]3[C:80]([N:83]4[CH2:88][CH2:87][O:86][CH2:85][CH2:84]4)=[N:79][C:78]([C:89]4[C:90]5[C:94]([CH:95]=[CH:96][CH:97]=4)=[N:93][N:92]([CH2:98]CCCC(OCC)=O)[CH:91]=5)=[N:77][C:76]=3[CH:75]=2)[CH2:69][CH2:68]1)(=[O:66])=[O:65]. (3) Given the product [C:1]([C:5]1[CH:10]=[CH:9][C:8]([C:11]2[N:12]([C:30]([N:40]3[CH2:41][CH2:42][NH:37][C:38](=[O:43])[CH2:39]3)=[O:31])[C@H:13]([C:23]3[CH:24]=[CH:25][C:26]([Cl:29])=[CH:27][CH:28]=3)[C@H:14]([C:16]3[CH:21]=[CH:20][C:19]([Cl:22])=[CH:18][CH:17]=3)[N:15]=2)=[C:7]([O:33][CH:34]([CH3:35])[CH3:36])[CH:6]=1)([CH3:3])([CH3:2])[CH3:4], predict the reactants needed to synthesize it. The reactants are: [C:1]([C:5]1[CH:10]=[CH:9][C:8]([C:11]2[N:12]([C:30](Cl)=[O:31])[C@H:13]([C:23]3[CH:28]=[CH:27][C:26]([Cl:29])=[CH:25][CH:24]=3)[C@H:14]([C:16]3[CH:21]=[CH:20][C:19]([Cl:22])=[CH:18][CH:17]=3)[N:15]=2)=[C:7]([O:33][CH:34]([CH3:36])[CH3:35])[CH:6]=1)([CH3:4])([CH3:3])[CH3:2].[NH:37]1[CH2:42][CH2:41][NH:40][CH2:39][C:38]1=[O:43].